From a dataset of Reaction yield outcomes from USPTO patents with 853,638 reactions. Predict the reaction yield, written as a fraction of the theoretical maximum amount of product (1.0 means a 100% yield; for example, 0.34 means a 34% yield). (1) The yield is 0.492. The catalyst is CN(C)C=O. The reactants are C(=O)([O-])[O-].[Na+].[Na+].Br[C:8]1[CH:9]=[C:10]([C:14]([CH2:22][CH3:23])([O:17][Si:18]([CH3:21])([CH3:20])[CH3:19])[CH2:15][CH3:16])[CH:11]=[CH:12][CH:13]=1.[CH2:24]([C:26]([C:45]1[CH:58]=[CH:57][C:48]([O:49][CH2:50][C@@H:51]2[O:55][C:54](=[O:56])[CH2:53][CH2:52]2)=[C:47]([CH3:59])[CH:46]=1)([C:29]1[CH:34]=[CH:33][C:32](B2OC(C)(C)C(C)(C)O2)=[C:31]([CH3:44])[CH:30]=1)[CH2:27][CH3:28])[CH3:25].C(OCC)(=O)C. The product is [CH2:24]([C:26]([C:45]1[CH:58]=[CH:57][C:48]([O:49][CH2:50][C@@H:51]2[O:55][C:54](=[O:56])[CH2:53][CH2:52]2)=[C:47]([CH3:59])[CH:46]=1)([C:29]1[CH:34]=[CH:33][C:32]([C:8]2[CH:13]=[CH:12][CH:11]=[C:10]([C:14]([CH2:22][CH3:23])([O:17][Si:18]([CH3:21])([CH3:20])[CH3:19])[CH2:15][CH3:16])[CH:9]=2)=[C:31]([CH3:44])[CH:30]=1)[CH2:27][CH3:28])[CH3:25]. (2) The reactants are Br[C:2]1[CH:3]=[N:4][C:5]([C:8]([N:10]2[CH2:15][CH2:14][N:13]([CH2:16][CH:17]3[CH2:19][CH2:18]3)[CH2:12][CH2:11]2)=[O:9])=[N:6][CH:7]=1.[B:20]1(B2OC(C)(C)C(C)(C)O2)[O:24]C(C)(C)C(C)(C)[O:21]1.C([O-])(=O)C.[K+]. The catalyst is O1CCOCC1.C1C=CC(P(C2C=CC=CC=2)[C-]2C=CC=C2)=CC=1.C1C=CC(P(C2C=CC=CC=2)[C-]2C=CC=C2)=CC=1.Cl[Pd]Cl.[Fe+2]. The product is [CH:17]1([CH2:16][N:13]2[CH2:14][CH2:15][N:10]([C:8]([C:5]3[N:4]=[CH:3][C:2]([B:20]([OH:24])[OH:21])=[CH:7][N:6]=3)=[O:9])[CH2:11][CH2:12]2)[CH2:19][CH2:18]1. The yield is 0.700. (3) The reactants are C([O:3][C:4](=O)[CH2:5][N:6]1[CH:11]=[CH:10][CH:9]=[C:8]([C:12]([F:15])([F:14])[F:13])[C:7]1=[O:16])C.O.[NH2:19][NH2:20]. The catalyst is C(O)C. The product is [O:16]=[C:7]1[C:8]([C:12]([F:15])([F:14])[F:13])=[CH:9][CH:10]=[CH:11][N:6]1[CH2:5][C:4]([NH:19][NH2:20])=[O:3]. The yield is 0.950.